Dataset: Reaction yield outcomes from USPTO patents with 853,638 reactions. Task: Predict the reaction yield, written as a fraction of the theoretical maximum amount of product (1.0 means a 100% yield; for example, 0.34 means a 34% yield). (1) The yield is 1.00. The reactants are [NH2:1][CH:2]1[C:10]2[C:5](=[CH:6][C:7](/[CH:11]=[CH:12]/[C:13]([NH:15][CH:16]([C:21]3[CH:26]=[CH:25][CH:24]=[C:23]([C:27]([F:30])([F:29])[F:28])[CH:22]=3)[C:17]([F:20])([F:19])[F:18])=[O:14])=[CH:8][CH:9]=2)[CH2:4][CH2:3]1.CN1CC[O:35][CH2:34][CH2:33]1.C(OC(=O)C)(=O)C. The catalyst is ClCCl. The product is [C:34]([NH:1][CH:2]1[C:10]2[C:5](=[CH:6][C:7](/[CH:11]=[CH:12]/[C:13]([NH:15][CH:16]([C:21]3[CH:26]=[CH:25][CH:24]=[C:23]([C:27]([F:28])([F:29])[F:30])[CH:22]=3)[C:17]([F:18])([F:19])[F:20])=[O:14])=[CH:8][CH:9]=2)[CH2:4][CH2:3]1)(=[O:35])[CH3:33]. (2) The reactants are Cl[C:2]1[N:7]=[N:6][C:5]([O:8][CH2:9][C:10]2[CH:15]=[CH:14][C:13]([O:16][CH3:17])=[CH:12][CH:11]=2)=[C:4]([O:18][CH2:19][C:20]2[CH:25]=[CH:24][C:23]([O:26][CH3:27])=[CH:22][CH:21]=2)[CH:3]=1.[Cl:28][C:29]1[CH:34]=[CH:33][C:32]([CH2:35][SH:36])=[CH:31][CH:30]=1.CCN(C(C)C)C(C)C. The catalyst is C1C=CC(/C=C/C(/C=C/C2C=CC=CC=2)=O)=CC=1.C1C=CC(/C=C/C(/C=C/C2C=CC=CC=2)=O)=CC=1.C1C=CC(/C=C/C(/C=C/C2C=CC=CC=2)=O)=CC=1.[Pd].[Pd].CC1(C)C2C(=C(P(C3C=CC=CC=3)C3C=CC=CC=3)C=CC=2)OC2C(P(C3C=CC=CC=3)C3C=CC=CC=3)=CC=CC1=2.O. The product is [Cl:28][C:29]1[CH:34]=[CH:33][C:32]([CH2:35][S:36][C:2]2[N:7]=[N:6][C:5]([O:8][CH2:9][C:10]3[CH:11]=[CH:12][C:13]([O:16][CH3:17])=[CH:14][CH:15]=3)=[C:4]([O:18][CH2:19][C:20]3[CH:21]=[CH:22][C:23]([O:26][CH3:27])=[CH:24][CH:25]=3)[CH:3]=2)=[CH:31][CH:30]=1. The yield is 0.280. (3) The reactants are [CH3:1][N:2]([CH3:34])[CH2:3][CH2:4][CH2:5][C:6]1[CH:7]=[C:8]([NH:13][C:14]2[N:15]=[CH:16][C:17]3[CH2:18][C:19](=[S:33])[NH:20][C:21]4[CH:28]=[C:27]([C:29]([F:32])([F:31])[F:30])[CH:26]=[CH:25][C:22]=4[C:23]=3[N:24]=2)[C:9]([CH3:12])=[N:10][CH:11]=1.C(O)C.[ClH:38]. No catalyst specified. The product is [ClH:38].[ClH:38].[CH3:34][N:2]([CH3:1])[CH2:3][CH2:4][CH2:5][C:6]1[CH:7]=[C:8]([NH:13][C:14]2[N:15]=[CH:16][C:17]3[CH2:18][C:19](=[S:33])[NH:20][C:21]4[CH:28]=[C:27]([C:29]([F:32])([F:31])[F:30])[CH:26]=[CH:25][C:22]=4[C:23]=3[N:24]=2)[C:9]([CH3:12])=[N:10][CH:11]=1. The yield is 0.926. (4) The reactants are [CH2:1]([O:3][C:4]1([C:7]2[CH:12]=[CH:11][C:10]([C:13]#[CH:14])=[CH:9][C:8]=2[C:15]([CH3:18])([CH3:17])[CH3:16])[CH2:6][CH2:5]1)[CH3:2].[CH3:19][O:20][C:21](=[O:30])[CH2:22][C:23]1[CH:28]=[CH:27][C:26](I)=[CH:25][CH:24]=1. The catalyst is C(N(CC)CC)C.[Cu]I.Cl[Pd](Cl)([P](C1C=CC=CC=1)(C1C=CC=CC=1)C1C=CC=CC=1)[P](C1C=CC=CC=1)(C1C=CC=CC=1)C1C=CC=CC=1. The product is [CH2:1]([O:3][C:4]1([C:7]2[CH:12]=[CH:11][C:10]([C:13]#[C:14][C:26]3[CH:27]=[CH:28][C:23]([CH2:22][C:21]([O:20][CH3:19])=[O:30])=[CH:24][CH:25]=3)=[CH:9][C:8]=2[C:15]([CH3:17])([CH3:16])[CH3:18])[CH2:6][CH2:5]1)[CH3:2]. The yield is 0.720. (5) The reactants are [F:1][C:2]1[C:10]2[C:9]([O:11][C:12]3[CH:13]=[C:14]([NH:18][C:19](=[O:22])[CH:20]=[CH2:21])[CH:15]=[CH:16][CH:17]=3)=[N:8][C:7]([NH:23][C:24]3[CH:28]=[CH:27][N:26]([CH3:29])[N:25]=3)=[N:6][C:5]=2[N:4](COCC[Si](C)(C)C)[CH:3]=1.C(O)(C(F)(F)F)=O.CCO.C([O-])([O-])=O.[K+].[K+]. The catalyst is C(Cl)Cl.O. The product is [F:1][C:2]1[C:10]2[C:9]([O:11][C:12]3[CH:13]=[C:14]([NH:18][C:19](=[O:22])[CH:20]=[CH2:21])[CH:15]=[CH:16][CH:17]=3)=[N:8][C:7]([NH:23][C:24]3[CH:28]=[CH:27][N:26]([CH3:29])[N:25]=3)=[N:6][C:5]=2[NH:4][CH:3]=1. The yield is 0.560. (6) The reactants are [Br:1][CH2:2][CH2:3][CH2:4][NH2:5].C(N(CC)CC)C.[CH:13](=O)[C:14]1[CH:19]=[CH:18][CH:17]=[CH:16][CH:15]=1.S([O-])([O-])(=O)=O.[Mg+2]. The catalyst is C(Cl)(Cl)Cl. The product is [CH:13](=[N:5][CH2:4][CH2:3][CH2:2][Br:1])[C:14]1[CH:19]=[CH:18][CH:17]=[CH:16][CH:15]=1. The yield is 1.00. (7) The reactants are [CH2:1]=[C:2]1[CH2:7][CH2:6][N:5]([C:8]([O:10][C:11]([CH3:14])([CH3:13])[CH3:12])=[O:9])[CH:4]([C:15]2[CH:20]=[CH:19][CH:18]=[CH:17][CH:16]=2)[CH2:3]1.B.[O:22]1CCCC1.[OH-].[Na+].OO. The catalyst is O1CCCC1.O. The product is [OH:22][CH2:1][CH:2]1[CH2:7][CH2:6][N:5]([C:8]([O:10][C:11]([CH3:14])([CH3:12])[CH3:13])=[O:9])[CH:4]([C:15]2[CH:20]=[CH:19][CH:18]=[CH:17][CH:16]=2)[CH2:3]1. The yield is 0.790. (8) The reactants are C[O:2][C:3](=[O:28])[C@@H:4]([N:9]1[CH2:13][C:12]([O:14][C:15]2[C:20]([F:21])=[CH:19][CH:18]=[C:17]([O:22][CH:23]([CH3:25])[CH3:24])[C:16]=2[F:26])=[CH:11][C:10]1=[O:27])[CH2:5][CH:6]([CH3:8])[CH3:7].O.[OH-].[Li+]. The catalyst is O1CCCC1. The product is [F:26][C:16]1[C:17]([O:22][CH:23]([CH3:25])[CH3:24])=[CH:18][CH:19]=[C:20]([F:21])[C:15]=1[O:14][C:12]1[CH2:13][N:9]([C@@H:4]([CH2:5][CH:6]([CH3:8])[CH3:7])[C:3]([OH:28])=[O:2])[C:10](=[O:27])[CH:11]=1. The yield is 0.880. (9) The reactants are [Br:1][C:2]1[CH:18]=[CH:17][C:5]2[C:6]3[N:7]=[C:8](C(O)=O)[S:9][C:10]=3[CH2:11][CH2:12][O:13][C:4]=2[CH:3]=1.C([N:21](CC)CC)C.C1(P(N=[N+]=[N-])(C2C=CC=CC=2)=O)C=CC=CC=1. The product is [Br:1][C:2]1[CH:18]=[CH:17][C:5]2[C:6]3[N:7]=[C:8]([NH2:21])[S:9][C:10]=3[CH2:11][CH2:12][O:13][C:4]=2[CH:3]=1. The yield is 0.700. The catalyst is C(O)(C)(C)C.